Dataset: Peptide-MHC class II binding affinity with 134,281 pairs from IEDB. Task: Regression. Given a peptide amino acid sequence and an MHC pseudo amino acid sequence, predict their binding affinity value. This is MHC class II binding data. The peptide sequence is WKTMAMVLSIVSLFP. The MHC is DRB1_0802 with pseudo-sequence DRB1_0802. The binding affinity (normalized) is 0.623.